Dataset: Forward reaction prediction with 1.9M reactions from USPTO patents (1976-2016). Task: Predict the product of the given reaction. (1) Given the reactants [Cl:1][C:2]1[CH:3]=[C:4]([CH:6]=[CH:7][C:8]=1[O:9][C:10]1[CH:15]=[CH:14][CH:13]=[C:12]([O:16][CH2:17][CH:18]([CH3:20])[CH3:19])[CH:11]=1)[NH2:5].C([O:25][C:26](=O)[NH:27][CH2:28][CH2:29][N:30]1[C:38]2[C:37](Cl)=[N:36][CH:35]=[N:34][C:33]=2[CH:32]=[CH:31]1)(C)(C)C.Cl.C(OCC)(=O)C.[CH3:48][S:49]([CH2:52]C(O)=O)(=[O:51])=[O:50].Cl.C(N=C=NCCCN(C)C)C.ON1C2C=CC=CC=2N=N1, predict the reaction product. The product is: [Cl:1][C:2]1[CH:3]=[C:4]([NH:5][C:37]2[C:38]3[N:30]([CH2:29][CH2:28][NH:27][C:26](=[O:25])[CH2:48][S:49]([CH3:52])(=[O:51])=[O:50])[CH:31]=[CH:32][C:33]=3[N:34]=[CH:35][N:36]=2)[CH:6]=[CH:7][C:8]=1[O:9][C:10]1[CH:15]=[CH:14][CH:13]=[C:12]([O:16][CH2:17][CH:18]([CH3:20])[CH3:19])[CH:11]=1. (2) Given the reactants [Br:1][C:2]1[CH:7]=[CH:6][C:5]([CH:8](Cl)[CH2:9][CH2:10]Br)=[CH:4][CH:3]=1.[Cl:13][C:14]1[CH:15]=[C:16]([N:21]2[C:25](=[O:26])[CH2:24][N:23]([CH3:27])[C:22]2=[O:28])[CH:17]=[C:18]([Cl:20])[CH:19]=1, predict the reaction product. The product is: [Br:1][C:2]1[CH:7]=[CH:6][C:5]([C@H:8]2[C@@:24]3([C:25](=[O:26])[N:21]([C:16]4[CH:17]=[C:18]([Cl:20])[CH:19]=[C:14]([Cl:13])[CH:15]=4)[C:22](=[O:28])[N:23]3[CH3:27])[CH2:10][CH2:9]2)=[CH:4][CH:3]=1. (3) Given the reactants Cl.[CH:2]1([CH2:5][O:6][C:7]2[CH:12]=[C:11]([F:13])[CH:10]=[CH:9][C:8]=2[C:14]2[C:15]3[NH:22][C:21]([CH3:23])=[C:20]([C:24]([NH:26][C@@H:27]4[CH2:31][CH2:30][NH:29][CH2:28]4)=[O:25])[C:16]=3[N:17]=[CH:18][N:19]=2)[CH2:4][CH2:3]1.C([O:35][CH2:36][C:37](Cl)=[O:38])(=O)C, predict the reaction product. The product is: [CH:2]1([CH2:5][O:6][C:7]2[CH:12]=[C:11]([F:13])[CH:10]=[CH:9][C:8]=2[C:14]2[C:15]3[NH:22][C:21]([CH3:23])=[C:20]([C:24]([NH:26][C@@H:27]4[CH2:31][CH2:30][N:29]([C:36](=[O:35])[CH2:37][OH:38])[CH2:28]4)=[O:25])[C:16]=3[N:17]=[CH:18][N:19]=2)[CH2:4][CH2:3]1. (4) Given the reactants [NH2:1][C:2]1[C:10]([O:11]C)=[CH:9][CH:8]=[C:7]2[C:3]=1[C:4](=[O:31])[N:5]([C@@H:14]([C:20]1[CH:25]=[CH:24][C:23]([O:26][CH3:27])=[C:22]([O:28][CH2:29][CH3:30])[CH:21]=1)[CH2:15][S:16]([CH3:19])(=[O:18])=[O:17])[C:6]2=[O:13].I[Si](C)(C)C, predict the reaction product. The product is: [NH2:1][C:2]1[C:10]([OH:11])=[CH:9][CH:8]=[C:7]2[C:3]=1[C:4](=[O:31])[N:5]([C@@H:14]([C:20]1[CH:25]=[CH:24][C:23]([O:26][CH3:27])=[C:22]([O:28][CH2:29][CH3:30])[CH:21]=1)[CH2:15][S:16]([CH3:19])(=[O:17])=[O:18])[C:6]2=[O:13].